Dataset: Forward reaction prediction with 1.9M reactions from USPTO patents (1976-2016). Task: Predict the product of the given reaction. (1) Given the reactants [C:1]([N:8]1[CH2:13][CH2:12][CH2:11][C:10](=[O:14])[CH2:9]1)([O:3][C:4]([CH3:7])([CH3:6])[CH3:5])=[O:2].[C-:15]#[N:16].[K+].C(O)(=O)C, predict the reaction product. The product is: [C:15]([C:10]1([OH:14])[CH2:11][CH2:12][CH2:13][N:8]([C:1]([O:3][C:4]([CH3:7])([CH3:6])[CH3:5])=[O:2])[CH2:9]1)#[N:16]. (2) Given the reactants C(OC(=O)[NH:7][C@H:8]([C@@H:10]1[CH2:14][CH2:13][N:12]([C:15]2[C:24]([CH3:25])=[C:23]3[C:18]([C:19](=[O:30])[NH:20][C:21](=[O:29])[N:22]3[CH:26]3[CH2:28][CH2:27]3)=[C:17]([CH3:31])[C:16]=2[F:32])[CH2:11]1)[CH3:9])(C)(C)C.C(OCC)C.[ClH:39], predict the reaction product. The product is: [ClH:39].[NH2:7][C@H:8]([C@@H:10]1[CH2:14][CH2:13][N:12]([C:15]2[C:24]([CH3:25])=[C:23]3[C:18]([C:19](=[O:30])[NH:20][C:21](=[O:29])[N:22]3[CH:26]3[CH2:28][CH2:27]3)=[C:17]([CH3:31])[C:16]=2[F:32])[CH2:11]1)[CH3:9].